From a dataset of Catalyst prediction with 721,799 reactions and 888 catalyst types from USPTO. Predict which catalyst facilitates the given reaction. (1) Reactant: [CH2:1]([C:3]1[CH:8]=[CH:7][C:6]([N:9]([CH2:29][CH:30]([CH3:32])[CH3:31])[S:10]([C:13]2[CH:14]=[CH:15][C:16]([C:23]#[C:24][Si](C)(C)C)=[C:17]([CH:22]=2)[C:18]([O:20][CH3:21])=[O:19])(=[O:12])=[O:11])=[CH:5][CH:4]=1)[CH3:2].[OH:33]S(O)(=O)=O. Product: [C:23]([C:16]1[CH:15]=[CH:14][C:13]([S:10](=[O:11])(=[O:12])[N:9]([C:6]2[CH:7]=[CH:8][C:3]([CH2:1][CH3:2])=[CH:4][CH:5]=2)[CH2:29][CH:30]([CH3:31])[CH3:32])=[CH:22][C:17]=1[C:18]([O:20][CH3:21])=[O:19])(=[O:33])[CH3:24]. The catalyst class is: 21. (2) Reactant: [N:1]1([CH2:6][CH2:7][CH2:8][NH2:9])[CH:5]=[CH:4][N:3]=[CH:2]1.[O:10]1[CH:15]=[CH:14][CH2:13][CH2:12][CH:11]1[CH:16]=O.C[Si]([N:22]=[N+:23]=[N-:24])(C)C.[N+:25]([CH:27]1[CH2:31][CH2:30][CH2:29][CH2:28]1)#[C-:26]. Product: [CH:27]1([N:25]2[C:26]([CH:16]([NH:9][CH2:8][CH2:7][CH2:6][N:1]3[CH:5]=[CH:4][N:3]=[CH:2]3)[CH:11]3[CH2:12][CH2:13][CH:14]=[CH:15][O:10]3)=[N:24][N:23]=[N:22]2)[CH2:31][CH2:30][CH2:29][CH2:28]1. The catalyst class is: 5. (3) Reactant: [CH:1]1[C:14]2[C:5]3=[C:6]4[C:11](=[CH:12][CH:13]=2)[CH:10]=[CH:9][CH:8]=[C:7]4[CH2:15][C:4]3=[CH:3][CH:2]=1. Product: [CH:10]1[C:11]2[CH2:12][CH2:13][C:14]3[CH:1]=[CH:2][CH:3]=[C:4]4[CH2:15][C:7]([C:6]=2[C:5]=34)=[CH:8][CH:9]=1. The catalyst class is: 256.